Dataset: Forward reaction prediction with 1.9M reactions from USPTO patents (1976-2016). Task: Predict the product of the given reaction. (1) Given the reactants C(OC([N:8]1[CH2:13][CH2:12][C:11]([OH:15])([CH3:14])[CH2:10][CH2:9]1)=O)(C)(C)C.[ClH:16].O1CCOCC1, predict the reaction product. The product is: [ClH:16].[CH3:14][C:11]1([OH:15])[CH2:12][CH2:13][NH:8][CH2:9][CH2:10]1. (2) Given the reactants C([NH:8][C:9]1[C:10]([CH3:23])=[C:11]([CH3:22])[C:12]2[O:16][C:15]([CH3:18])([CH3:17])[C:14](=[O:19])[C:13]=2[C:20]=1[CH3:21])C1C=CC=CC=1, predict the reaction product. The product is: [NH2:8][C:9]1[C:10]([CH3:23])=[C:11]([CH3:22])[C:12]2[O:16][C:15]([CH3:17])([CH3:18])[C:14](=[O:19])[C:13]=2[C:20]=1[CH3:21]. (3) Given the reactants [N:1]1([CH:10]([NH:14][C:15]([O:17][CH2:18][C:19]2[CH:24]=[CH:23][CH:22]=[CH:21][CH:20]=2)=[O:16])[C:11](O)=[O:12])C2C=CC=CC=2N=N1.C(Cl)(=O)C(Cl)=O.[NH2:31][C:32]1[C:37]([O:38][CH3:39])=[CH:36][CH:35]=[CH:34][C:33]=1[C:40]([C:42]1[CH:47]=[CH:46][CH:45]=[CH:44][CH:43]=1)=O.C(N(CC)CC)C.N, predict the reaction product. The product is: [CH3:39][O:38][C:37]1[C:32]2[NH:31][C:11](=[O:12])[CH:10]([NH:14][C:15](=[O:16])[O:17][CH2:18][C:19]3[CH:24]=[CH:23][CH:22]=[CH:21][CH:20]=3)[N:1]=[C:40]([C:42]3[CH:47]=[CH:46][CH:45]=[CH:44][CH:43]=3)[C:33]=2[CH:34]=[CH:35][CH:36]=1. (4) Given the reactants [CH:1]([C:4]1[N:5]=[C:6](/[CH:9]=[CH:10]/[C:11]2[CH:16]=[CH:15][N:14]=[C:13]([NH2:17])[CH:12]=2)[S:7][CH:8]=1)([CH3:3])[CH3:2].[C:18](OC1C=CC(Cl)=C(Cl)C=1Cl)(=[O:23])[CH2:19][C:20]([O-])=[O:21], predict the reaction product. The product is: [OH:23][C:18]1[N:17]=[C:13]2[CH:12]=[C:11](/[CH:10]=[CH:9]/[C:6]3[S:7][CH:8]=[C:4]([CH:1]([CH3:3])[CH3:2])[N:5]=3)[CH:16]=[CH:15][N:14]2[C:20](=[O:21])[CH:19]=1. (5) Given the reactants N1[CH:5]=[CH:4][N:3]=[CH:2]1.[CH2:6]1[CH2:12][S:9](=[O:11])(=[O:10])[O:8][CH2:7]1, predict the reaction product. The product is: [NH+:3]1[CH:2]=[CH:7][CH:6]=[CH:5][CH:4]=1.[CH2:12]([S:9]([OH:11])(=[O:10])=[O:8])[CH2:6][CH3:7].